Dataset: Full USPTO retrosynthesis dataset with 1.9M reactions from patents (1976-2016). Task: Predict the reactants needed to synthesize the given product. Given the product [CH2:1]([O:3][C:4]([C:6]1([C:17]#[N:18])[CH2:9][N:8]([C:10]([O:12][C:13]([CH3:15])([CH3:14])[CH3:16])=[O:11])[CH2:7]1)=[O:5])[CH3:2], predict the reactants needed to synthesize it. The reactants are: [CH2:1]([O:3][C:4]([C:6]1([C:17](=O)[NH2:18])[CH2:9][N:8]([C:10]([O:12][C:13]([CH3:16])([CH3:15])[CH3:14])=[O:11])[CH2:7]1)=[O:5])[CH3:2].N1C=CC=CC=1.FC(F)(F)C(OC(=O)C(F)(F)F)=O.